This data is from Full USPTO retrosynthesis dataset with 1.9M reactions from patents (1976-2016). The task is: Predict the reactants needed to synthesize the given product. (1) Given the product [CH3:12][C:11]([C:13]([O:15][CH:16]1[CH2:20][CH2:19][CH2:18][CH2:17]1)=[O:14])([CH3:21])[NH:10][CH2:9][CH2:8][C:4]1[CH:5]=[CH:6][CH:7]=[C:2]([B:43]2[O:47][C:46]([CH3:49])([CH3:48])[C:45]([CH3:51])([CH3:50])[O:44]2)[CH:3]=1, predict the reactants needed to synthesize it. The reactants are: Br[C:2]1[CH:3]=[C:4]([CH2:8][CH2:9][NH:10][C:11]([CH3:21])([C:13]([O:15][CH:16]2[CH2:20][CH2:19][CH2:18][CH2:17]2)=[O:14])[CH3:12])[CH:5]=[CH:6][CH:7]=1.C(C(NCC1C=CC=C([B:43]2[O:47][C:46]([CH3:49])([CH3:48])[C:45]([CH3:51])([CH3:50])[O:44]2)C=1)(CC)C(OC1CCCC1)=O)C. (2) Given the product [Cl:1][C:2]1[CH:7]=[CH:6][C:5]([C:8]2[N:9]([CH2:14][C@H:15]([OH:20])[C:16]([F:18])([F:19])[F:17])[C:10](=[O:13])[N:11]([CH2:22][C:23]3[S:24][C:25]([C:28]4[CH:33]=[CH:32][CH:31]=[C:30]([Cl:34])[C:29]=4[Cl:35])=[N:26][N:27]=3)[N:12]=2)=[CH:4][CH:3]=1, predict the reactants needed to synthesize it. The reactants are: [Cl:1][C:2]1[CH:7]=[CH:6][C:5]([C:8]2[N:9]([CH2:14][C@H:15]([OH:20])[C:16]([F:19])([F:18])[F:17])[C:10](=[O:13])[NH:11][N:12]=2)=[CH:4][CH:3]=1.Br[CH2:22][C:23]1[S:24][C:25]([C:28]2[CH:33]=[CH:32][CH:31]=[C:30]([Cl:34])[C:29]=2[Cl:35])=[N:26][N:27]=1.